Dataset: Reaction yield outcomes from USPTO patents with 853,638 reactions. Task: Predict the reaction yield, written as a fraction of the theoretical maximum amount of product (1.0 means a 100% yield; for example, 0.34 means a 34% yield). (1) The yield is 0.410. The catalyst is O1CCOCC1. The product is [Br:1][C:2]1[C:14]2[C:13]3[CH2:12][CH2:11][N:10]([C:15](=[O:24])[CH:16]([N:37]4[CH2:36][CH2:35][N:34]([C:40]([O:42][C:43]([CH3:46])([CH3:45])[CH3:44])=[O:41])[CH2:39][CH2:38]4)[C:17]4[CH:22]=[CH:21][CH:20]=[CH:19][CH:18]=4)[CH2:9][C:8]=3[CH:7]=[N:6][C:5]=2[NH:4][N:3]=1. The reactants are [Br:1][C:2]1[C:14]2[C:13]3[CH2:12][CH2:11][N:10]([C:15](=[O:24])[CH:16](Cl)[C:17]4[CH:22]=[CH:21][CH:20]=[CH:19][CH:18]=4)[CH2:9][C:8]=3[CH:7]=[N:6][C:5]=2[NH:4][N:3]=1.CCN(C(C)C)C(C)C.[N:34]1([C:40]([O:42][C:43]([CH3:46])([CH3:45])[CH3:44])=[O:41])[CH2:39][CH2:38][NH:37][CH2:36][CH2:35]1. (2) The reactants are C(P(=O)(OCC)OCC)#N.[Cl:11][C:12]1[CH:13]=[CH:14][C:15]2[N:21]([CH2:22][C:23]([CH3:27])([CH3:26])[CH2:24][OH:25])[C:20](=[O:28])[C@@H:19]([CH2:29][C:30](O)=[O:31])[O:18][C@H:17]([C:33]3[CH:38]=[CH:37][CH:36]=[C:35]([O:39][CH3:40])[C:34]=3[O:41][CH3:42])[C:16]=2[CH:43]=1.Cl.[CH2:45]([O:47][C:48](=[O:52])[C@H:49]([CH3:51])[NH2:50])[CH3:46].C(N(CC)CC)C. The catalyst is CN(C)C=O.C(OCC)(=O)C. The product is [Cl:11][C:12]1[CH:13]=[CH:14][C:15]2[N:21]([CH2:22][C:23]([CH3:26])([CH3:27])[CH2:24][OH:25])[C:20](=[O:28])[C@@H:19]([CH2:29][C:30]([NH:50][C@@H:49]([CH3:51])[C:48]([O:47][CH2:45][CH3:46])=[O:52])=[O:31])[O:18][C@H:17]([C:33]3[CH:38]=[CH:37][CH:36]=[C:35]([O:39][CH3:40])[C:34]=3[O:41][CH3:42])[C:16]=2[CH:43]=1. The yield is 1.00. (3) The reactants are [O-]CC.[Na+].[Na].[CH3:6][CH:7]([C:13](=O)[CH3:14])[C:8]([O:10]CC)=O.Cl.[CH:17]1([C:23](=[NH:25])[NH2:24])[CH2:22][CH2:21][CH2:20][CH2:19][CH2:18]1. The catalyst is CCO. The product is [CH:17]1([C:23]2[N:25]=[C:8]([OH:10])[C:7]([CH3:6])=[C:13]([CH3:14])[N:24]=2)[CH2:22][CH2:21][CH2:20][CH2:19][CH2:18]1. The yield is 1.51. (4) The reactants are [C:1]([O:5][C:6]([N:8]1[CH2:13][CH2:12][O:11][C:10]2[CH:14]=[CH:15][CH:16]=[N:17][C:9]1=2)=[O:7])([CH3:4])([CH3:3])[CH3:2].[Br:18]Br. The catalyst is CO. The product is [C:1]([O:5][C:6]([N:8]1[CH2:13][CH2:12][O:11][C:10]2[CH:14]=[C:15]([Br:18])[CH:16]=[N:17][C:9]1=2)=[O:7])([CH3:4])([CH3:2])[CH3:3]. The yield is 0.480. (5) The reactants are S(O)(O)(=O)=O.[CH3:6][S:7][C:8](=[NH:10])[NH2:9].[CH3:6][S:7][C:8](=[NH:10])[NH2:9].[OH-].[Na+].[C:18](O[C:18]([O:20][C:21]([CH3:24])([CH3:23])[CH3:22])=[O:19])([O:20][C:21]([CH3:24])([CH3:23])[CH3:22])=[O:19]. The catalyst is C(Cl)Cl. The product is [C:18]([NH:10][C:8](=[NH:9])[S:7][CH3:6])([O:20][C:21]([CH3:24])([CH3:23])[CH3:22])=[O:19]. The yield is 0.940. (6) The reactants are [Si:1]([O:8][CH2:9][C@:10]1([CH3:19])[S:16][CH2:15][CH2:14][N:13]=[C:12](SC)[CH2:11]1)([C:4]([CH3:7])([CH3:6])[CH3:5])([CH3:3])[CH3:2].[Cl:20][C:21]1[CH:26]=[CH:25][C:24]([C:27]2([C:30]([NH:32][NH2:33])=O)[CH2:29][CH2:28]2)=[CH:23][CH:22]=1. The catalyst is C(O)CCC. The product is [Si:1]([O:8][CH2:9][C@:10]1([CH3:19])[S:16][CH2:15][CH2:14][N:13]2[C:30]([C:27]3([C:24]4[CH:23]=[CH:22][C:21]([Cl:20])=[CH:26][CH:25]=4)[CH2:29][CH2:28]3)=[N:32][N:33]=[C:12]2[CH2:11]1)([C:4]([CH3:7])([CH3:6])[CH3:5])([CH3:3])[CH3:2]. The yield is 0.870.